The task is: Predict the product of the given reaction.. This data is from Forward reaction prediction with 1.9M reactions from USPTO patents (1976-2016). (1) Given the reactants C([O:5][C:6](=[O:32])[C:7]([S:10][C:11]1[S:12][CH:13]=[C:14]([CH2:16][CH2:17][NH:18][C:19]2[CH:24]=[CH:23][C:22]([C:25]3[CH:30]=[CH:29][C:28]([F:31])=[CH:27][CH:26]=3)=[CH:21][CH:20]=2)[N:15]=1)([CH3:9])[CH3:8])(C)(C)C.FC(F)(F)C(O)=O.[Cl:40]CCl, predict the reaction product. The product is: [ClH:40].[F:31][C:28]1[CH:29]=[CH:30][C:25]([C:22]2[CH:21]=[CH:20][C:19]([NH:18][CH2:17][CH2:16][C:14]3[N:15]=[C:11]([S:10][C:7]([CH3:9])([CH3:8])[C:6]([OH:32])=[O:5])[S:12][CH:13]=3)=[CH:24][CH:23]=2)=[CH:26][CH:27]=1. (2) Given the reactants [N+:1]([C:4]1[CH:12]=[CH:11][C:7]([C:8](Cl)=[O:9])=[CH:6][CH:5]=1)([O-:3])=[O:2].[N:13]1[CH:18]=[CH:17][CH:16]=[CH:15][CH:14]=1.NC1C=CC([C:26]2[C:27]([NH2:34])=[N:28][C:29]([NH2:33])=[N:30][C:31]=2[CH3:32])=CC=1.N.O1CCOC[CH2:37]1, predict the reaction product. The product is: [NH2:33][C:29]1[N:28]=[C:27]([NH:34][C:15]2[CH:14]=[CH:37][C:18]([NH:13][C:8](=[O:9])[C:7]3[CH:11]=[CH:12][C:4]([N+:1]([O-:3])=[O:2])=[CH:5][CH:6]=3)=[CH:17][CH:16]=2)[CH:26]=[C:31]([CH3:32])[N:30]=1.